Task: Regression. Given a peptide amino acid sequence and an MHC pseudo amino acid sequence, predict their binding affinity value. This is MHC class II binding data.. Dataset: Peptide-MHC class II binding affinity with 134,281 pairs from IEDB (1) The peptide sequence is IAAMMTSPLSVASMT. The MHC is HLA-DPA10201-DPB10501 with pseudo-sequence HLA-DPA10201-DPB10501. The binding affinity (normalized) is 0.653. (2) The peptide sequence is APWLDLVRKLGVLAG. The MHC is HLA-DPA10103-DPB10401 with pseudo-sequence HLA-DPA10103-DPB10401. The binding affinity (normalized) is 0.382. (3) The peptide sequence is EIVQFLEETFAAYDQ. The MHC is DRB1_0901 with pseudo-sequence DRB1_0901. The binding affinity (normalized) is 0.501. (4) The peptide sequence is LNIKLNMPLYIAGNK. The binding affinity (normalized) is 0. The MHC is HLA-DQA10301-DQB10302 with pseudo-sequence HLA-DQA10301-DQB10302. (5) The peptide sequence is AATTAGTTVYGAFAA. The MHC is HLA-DQA10102-DQB10602 with pseudo-sequence HLA-DQA10102-DQB10602. The binding affinity (normalized) is 0.915. (6) The peptide sequence is PPDAASAAPLRTITA. The MHC is DRB1_0401 with pseudo-sequence DRB1_0401. The binding affinity (normalized) is 0.414.